From a dataset of NCI-60 drug combinations with 297,098 pairs across 59 cell lines. Regression. Given two drug SMILES strings and cell line genomic features, predict the synergy score measuring deviation from expected non-interaction effect. (1) Drug 1: C1=NC(=NC(=O)N1C2C(C(C(O2)CO)O)O)N. Drug 2: C(=O)(N)NO. Cell line: CCRF-CEM. Synergy scores: CSS=9.59, Synergy_ZIP=-5.47, Synergy_Bliss=0.701, Synergy_Loewe=-11.6, Synergy_HSA=-3.47. (2) Drug 1: COC1=CC(=CC(=C1O)OC)C2C3C(COC3=O)C(C4=CC5=C(C=C24)OCO5)OC6C(C(C7C(O6)COC(O7)C8=CC=CS8)O)O. Drug 2: CC12CCC3C(C1CCC2OP(=O)(O)O)CCC4=C3C=CC(=C4)OC(=O)N(CCCl)CCCl.[Na+]. Cell line: NCI-H322M. Synergy scores: CSS=4.03, Synergy_ZIP=-1.82, Synergy_Bliss=-0.0586, Synergy_Loewe=-3.35, Synergy_HSA=-1.03. (3) Drug 1: CN(C)C1=NC(=NC(=N1)N(C)C)N(C)C. Drug 2: C1CN(CCN1C(=O)CCBr)C(=O)CCBr. Cell line: OVCAR-8. Synergy scores: CSS=5.26, Synergy_ZIP=-2.78, Synergy_Bliss=3.59, Synergy_Loewe=-15.9, Synergy_HSA=-3.49. (4) Drug 1: CNC(=O)C1=NC=CC(=C1)OC2=CC=C(C=C2)NC(=O)NC3=CC(=C(C=C3)Cl)C(F)(F)F. Drug 2: CC(C)CN1C=NC2=C1C3=CC=CC=C3N=C2N. Cell line: NCI-H322M. Synergy scores: CSS=5.39, Synergy_ZIP=-0.293, Synergy_Bliss=2.75, Synergy_Loewe=2.23, Synergy_HSA=2.22. (5) Drug 2: CN(CCCl)CCCl.Cl. Cell line: HL-60(TB). Synergy scores: CSS=80.0, Synergy_ZIP=-1.54, Synergy_Bliss=-5.68, Synergy_Loewe=-7.77, Synergy_HSA=-6.24. Drug 1: C1=C(C(=O)NC(=O)N1)N(CCCl)CCCl. (6) Drug 1: C1C(C(OC1N2C=C(C(=O)NC2=O)F)CO)O. Cell line: RPMI-8226. Drug 2: C1C(C(OC1N2C=NC3=C2NC=NCC3O)CO)O. Synergy scores: CSS=44.8, Synergy_ZIP=1.01, Synergy_Bliss=1.30, Synergy_Loewe=-34.4, Synergy_HSA=3.35. (7) Drug 1: C1=CC(=CC=C1CCC2=CNC3=C2C(=O)NC(=N3)N)C(=O)NC(CCC(=O)O)C(=O)O. Drug 2: C1CN(CCN1C(=O)CCBr)C(=O)CCBr. Cell line: NCI-H322M. Synergy scores: CSS=3.93, Synergy_ZIP=5.37, Synergy_Bliss=4.86, Synergy_Loewe=-2.40, Synergy_HSA=1.71. (8) Drug 2: CNC(=O)C1=NC=CC(=C1)OC2=CC=C(C=C2)NC(=O)NC3=CC(=C(C=C3)Cl)C(F)(F)F. Drug 1: C1=NC2=C(N1)C(=S)N=C(N2)N. Synergy scores: CSS=31.1, Synergy_ZIP=-1.09, Synergy_Bliss=-3.03, Synergy_Loewe=-6.61, Synergy_HSA=-1.44. Cell line: COLO 205. (9) Drug 1: CC12CCC(CC1=CCC3C2CCC4(C3CC=C4C5=CN=CC=C5)C)O. Drug 2: C1=CN(C(=O)N=C1N)C2C(C(C(O2)CO)O)O.Cl. Cell line: HCT-15. Synergy scores: CSS=24.9, Synergy_ZIP=-6.50, Synergy_Bliss=0.348, Synergy_Loewe=-10.9, Synergy_HSA=-0.626. (10) Drug 1: CC1=C2C(C(=O)C3(C(CC4C(C3C(C(C2(C)C)(CC1OC(=O)C(C(C5=CC=CC=C5)NC(=O)OC(C)(C)C)O)O)OC(=O)C6=CC=CC=C6)(CO4)OC(=O)C)O)C)O. Drug 2: CN(CC1=CN=C2C(=N1)C(=NC(=N2)N)N)C3=CC=C(C=C3)C(=O)NC(CCC(=O)O)C(=O)O. Cell line: NCIH23. Synergy scores: CSS=29.9, Synergy_ZIP=-0.431, Synergy_Bliss=-1.10, Synergy_Loewe=-4.83, Synergy_HSA=-0.440.